This data is from Catalyst prediction with 721,799 reactions and 888 catalyst types from USPTO. The task is: Predict which catalyst facilitates the given reaction. (1) Reactant: [N:1]1([C:5]([C:7]2[S:15][C:14]3[C:9](=[N:10][CH:11]=[CH:12][C:13]=3Cl)[CH:8]=2)=[O:6])[CH2:4][CH2:3][CH2:2]1.[CH3:17][O:18][C:19](=[O:29])[CH2:20][C:21]1[CH:26]=[CH:25][C:24]([OH:27])=[CH:23][C:22]=1[Cl:28].C([O-])([O-])=O.[Cs+].[Cs+].CCOC(C)=O. Product: [CH3:17][O:18][C:19](=[O:29])[CH2:20][C:21]1[CH:26]=[CH:25][C:24]([O:27][C:13]2[CH:12]=[CH:11][N:10]=[C:9]3[CH:8]=[C:7]([C:5]([N:1]4[CH2:4][CH2:3][CH2:2]4)=[O:6])[S:15][C:14]=23)=[CH:23][C:22]=1[Cl:28]. The catalyst class is: 58. (2) Reactant: [CH:1]1([C:4]([N:6]2[CH2:15][CH2:14][C:13]3[C:8](=[CH:9][CH:10]=[C:11]([C:16]([NH:18][O:19]C4CCCCO4)=[O:17])[CH:12]=3)[CH2:7]2)=[O:5])[CH2:3][CH2:2]1.Cl. Product: [OH:19][NH:18][C:16]([C:11]1[CH:12]=[C:13]2[C:8](=[CH:9][CH:10]=1)[CH2:7][N:6]([C:4]([CH:1]1[CH2:3][CH2:2]1)=[O:5])[CH2:15][CH2:14]2)=[O:17]. The catalyst class is: 32. (3) Reactant: [NH2:1][C:2]1[N:7]=[C:6]([Cl:8])[C:5]([CH:9]=[O:10])=[C:4](Cl)[N:3]=1.CCN(C(C)C)C(C)C.[N:21]1([C:27]([O:29][C:30]([CH3:33])([CH3:32])[CH3:31])=[O:28])[CH2:26][CH2:25][NH:24][CH2:23][CH2:22]1. Product: [NH2:1][C:2]1[N:3]=[C:4]([N:24]2[CH2:23][CH2:22][N:21]([C:27]([O:29][C:30]([CH3:33])([CH3:32])[CH3:31])=[O:28])[CH2:26][CH2:25]2)[C:5]([CH:9]=[O:10])=[C:6]([Cl:8])[N:7]=1. The catalyst class is: 3. (4) Reactant: Br[C:2]1[C:3]([C:16]2[CH:21]=[CH:20][CH:19]=[CH:18][CH:17]=2)=[N:4][C:5]2[C:10]([N:11]=1)=[CH:9][C:8]([C:12]([O:14][CH3:15])=[O:13])=[CH:7][CH:6]=2.[C:22]1([CH:28]2[CH2:33][CH2:32][NH:31][CH2:30][CH2:29]2)[CH:27]=[CH:26][CH:25]=[CH:24][CH:23]=1.CCN(C(C)C)C(C)C. Product: [C:16]1([C:3]2[C:2]([N:31]3[CH2:32][CH2:33][CH:28]([C:22]4[CH:27]=[CH:26][CH:25]=[CH:24][CH:23]=4)[CH2:29][CH2:30]3)=[N:11][C:10]3[C:5](=[CH:6][CH:7]=[C:8]([C:12]([O:14][CH3:15])=[O:13])[CH:9]=3)[N:4]=2)[CH:21]=[CH:20][CH:19]=[CH:18][CH:17]=1. The catalyst class is: 9. (5) Reactant: FC(F)(F)S(O[C:7]1[CH:12]=[CH:11][C:10]([CH2:13][CH2:14][N:15]([CH2:23][C@@H:24]([C:33]2[CH:42]=[CH:41][C:40]([O:43][CH2:44][C:45]3[CH:50]=[CH:49][CH:48]=[CH:47][CH:46]=3)=[C:39]3[C:34]=2[CH:35]=[CH:36][C:37](=[O:51])[NH:38]3)[O:25][Si:26]([C:29]([CH3:32])([CH3:31])[CH3:30])([CH3:28])[CH3:27])[C:16]([O:18][C:19]([CH3:22])([CH3:21])[CH3:20])=[O:17])=[CH:9][CH:8]=1)(=O)=O.[CH:54]([O:56][C:57]1[CH:62]=[CH:61][CH:60]=[CH:59][CH:58]=1)=[O:55].C1(P(C2C=CC=CC=2)C2C3OC4C(=CC=CC=4P(C4C=CC=CC=4)C4C=CC=CC=4)C(C)(C)C=3C=CC=2)C=CC=CC=1.C(N(CC)CC)C. The catalyst class is: 164. Product: [CH2:44]([O:43][C:40]1[CH:41]=[CH:42][C:33]([C@@H:24]([O:25][Si:26]([C:29]([CH3:32])([CH3:31])[CH3:30])([CH3:27])[CH3:28])[CH2:23][N:15]([C:16]([O:18][C:19]([CH3:22])([CH3:20])[CH3:21])=[O:17])[CH2:14][CH2:13][C:10]2[CH:11]=[CH:12][C:7]([C:54]([O:56][C:57]3[CH:62]=[CH:61][CH:60]=[CH:59][CH:58]=3)=[O:55])=[CH:8][CH:9]=2)=[C:34]2[C:39]=1[NH:38][C:37](=[O:51])[CH:36]=[CH:35]2)[C:45]1[CH:46]=[CH:47][CH:48]=[CH:49][CH:50]=1. (6) Reactant: [NH2:1][C:2]1[CH:9]=[CH:8][CH:7]=[C:6]([F:10])[C:3]=1[CH:4]=O.[C:11]([CH2:13][C:14](OC)=[O:15])#[N:12].C[O-].[Na+]. Product: [F:10][C:6]1[CH:7]=[CH:8][CH:9]=[C:2]2[C:3]=1[CH:4]=[C:13]([C:11]#[N:12])[C:14](=[O:15])[NH:1]2. The catalyst class is: 5.